This data is from Forward reaction prediction with 1.9M reactions from USPTO patents (1976-2016). The task is: Predict the product of the given reaction. Given the reactants [CH3:1][C:2]1([CH3:20])[C:6]([CH3:8])([CH3:7])[O:5][B:4]([C:9]2[CH:19]=[CH:18][C:12]3[NH:13][C:14](=[O:17])[CH2:15][O:16][C:11]=3[CH:10]=2)[O:3]1.CI.[C:23](=O)([O-])[O-].[K+].[K+], predict the reaction product. The product is: [CH3:23][N:13]1[C:12]2[CH:18]=[CH:19][C:9]([B:4]3[O:3][C:2]([CH3:20])([CH3:1])[C:6]([CH3:7])([CH3:8])[O:5]3)=[CH:10][C:11]=2[O:16][CH2:15][C:14]1=[O:17].